Dataset: Catalyst prediction with 721,799 reactions and 888 catalyst types from USPTO. Task: Predict which catalyst facilitates the given reaction. (1) Reactant: [C:1]([O:5][C:6]([NH:8][CH:9]1[CH2:14][CH2:13][CH2:12][CH2:11][C:10]1=O)=[O:7])([CH3:4])([CH3:3])[CH3:2].[NH2:16][C:17]1[CH:22]=[CH:21][CH:20]=[CH:19][CH:18]=1.C(O)(=O)C.[BH-](OC(C)=O)(OC(C)=O)OC(C)=O.[Na+]. Product: [C:17]1([NH:16][C@@H:10]2[CH2:11][CH2:12][CH2:13][CH2:14][C@@H:9]2[NH:8][C:6]([O:5][C:1]([CH3:4])([CH3:3])[CH3:2])=[O:7])[CH:22]=[CH:21][CH:20]=[CH:19][CH:18]=1. The catalyst class is: 76. (2) Reactant: [CH3:1][NH:2][CH2:3][CH2:4][CH2:5][OH:6].[C:15](O[C:15]([O:17][C:18]([CH3:21])([CH3:20])[CH3:19])=[O:16])([O:17][C:18]([CH3:21])([CH3:20])[CH3:19])=[O:16]. Product: [OH:6][CH2:5][CH2:4][CH2:3][N:2]([CH3:1])[C:15](=[O:16])[O:17][C:18]([CH3:19])([CH3:20])[CH3:21]. The catalyst class is: 5. (3) The catalyst class is: 6. Product: [CH:31]([N:14]([CH2:13][C@H:11]1[C@H:10]([NH:34][S:42]([CH2:35][C:36]2[CH:41]=[CH:40][CH:39]=[CH:38][CH:37]=2)(=[O:44])=[O:43])[CH2:9][NH:8][CH2:12]1)[C:15](=[O:30])[C:16]1[CH:21]=[CH:20][C:19]([O:22][CH3:23])=[C:18]([O:24][CH2:25][CH2:26][CH2:27][O:28][CH3:29])[CH:17]=1)([CH3:32])[CH3:33]. Reactant: C(OC([N:8]1[CH2:12][C@@H:11]([CH2:13][N:14]([CH:31]([CH3:33])[CH3:32])[C:15](=[O:30])[C:16]2[CH:21]=[CH:20][C:19]([O:22][CH3:23])=[C:18]([O:24][CH2:25][CH2:26][CH2:27][O:28][CH3:29])[CH:17]=2)[C@H:10]([NH2:34])[CH2:9]1)=O)(C)(C)C.[CH2:35]([S:42](Cl)(=[O:44])=[O:43])[C:36]1[CH:41]=[CH:40][CH:39]=[CH:38][CH:37]=1.CC#N.O.CC#N. (4) Reactant: Cl[CH2:2][C:3]1[N:7]([C:8]2[CH:13]=[CH:12][C:11]([C:14]([F:17])([F:16])[F:15])=[CH:10][CH:9]=2)[N:6]=[N:5][N:4]=1.C(N(CC)CC)C.[CH3:25][C@H:26]1[NH:31][CH2:30][CH2:29][NH:28][C:27]1=[O:32]. Product: [CH3:25][C@H:26]1[N:31]([CH2:2][C:3]2[N:7]([C:8]3[CH:13]=[CH:12][C:11]([C:14]([F:17])([F:16])[F:15])=[CH:10][CH:9]=3)[N:6]=[N:5][N:4]=2)[CH2:30][CH2:29][NH:28][C:27]1=[O:32]. The catalyst class is: 10. (5) Reactant: [F:1][C:2]1[CH:23]=[C:22]([N+:24]([O-])=O)[CH:21]=[CH:20][C:3]=1[O:4][C:5]1[CH:10]=[CH:9][N:8]=[C:7]([NH2:11])[C:6]=1[C:12]#[C:13][C:14]1[CH:19]=[CH:18][CH:17]=[CH:16][N:15]=1.[NH4+].[Cl-]. Product: [NH2:24][C:22]1[CH:21]=[CH:20][C:3]([O:4][C:5]2[CH:10]=[CH:9][N:8]=[C:7]([NH2:11])[C:6]=2[C:12]#[C:13][C:14]2[CH:19]=[CH:18][CH:17]=[CH:16][N:15]=2)=[C:2]([F:1])[CH:23]=1. The catalyst class is: 401.